This data is from Full USPTO retrosynthesis dataset with 1.9M reactions from patents (1976-2016). The task is: Predict the reactants needed to synthesize the given product. (1) The reactants are: [CH2:1]([N:6]1[C:14]2[C:9](=[CH:10][CH:11]=[CH:12][CH:13]=2)[C:8]2[CH:15]=[C:16]([C:19]([OH:21])=O)[N:17]=[CH:18][C:7]1=2)[CH2:2][CH2:3][CH2:4][CH3:5].[CH2:22]([NH2:27])[C:23]([CH3:26])([CH3:25])[CH3:24]. Given the product [CH3:24][C:23]([CH3:26])([CH3:25])[CH2:22][NH:27][C:19]([C:16]1[N:17]=[CH:18][C:7]2[N:6]([CH2:1][CH2:2][CH2:3][CH2:4][CH3:5])[C:14]3[C:9]([C:8]=2[CH:15]=1)=[CH:10][CH:11]=[CH:12][CH:13]=3)=[O:21], predict the reactants needed to synthesize it. (2) Given the product [OH:7][CH2:8][CH2:9][O:10][CH2:11][C:12]([O:14][CH2:15][CH2:16][O:17][CH2:18][C:19]([O:21][CH2:22][C:23]1[CH:24]=[CH:25][CH:26]=[CH:27][CH:28]=1)=[O:20])=[O:13], predict the reactants needed to synthesize it. The reactants are: O1CCCCC1[O:7][CH2:8][CH2:9][O:10][CH2:11][C:12]([O:14][CH2:15][CH2:16][O:17][CH2:18][C:19]([O:21][CH2:22][C:23]1[CH:28]=[CH:27][CH:26]=[CH:25][CH:24]=1)=[O:20])=[O:13].CC1C=CC(S(O)(=O)=O)=CC=1. (3) Given the product [O:1]1[C:10]2[C:5](=[CH:6][CH:7]=[CH:8][CH:9]=2)[CH2:4][CH:3]([CH2:11][NH:12][C:42]([C:38]2[CH:37]=[C:36]3[C:41](=[CH:40][CH:39]=2)[N:33]([CH2:32][C:29]2[CH:28]=[CH:27][C:26]([C:21]4[C:20]([C:18]([OH:19])=[O:17])=[CH:25][CH:24]=[CH:23][CH:22]=4)=[CH:31][CH:30]=2)[C:34]([CH3:46])=[C:35]3[CH3:45])=[O:43])[CH2:2]1, predict the reactants needed to synthesize it. The reactants are: [O:1]1[C:10]2[C:5](=[CH:6][CH:7]=[CH:8][CH:9]=2)[CH2:4][CH:3]([CH2:11][NH2:12])[CH2:2]1.C([O:17][C:18]([C:20]1[CH:25]=[CH:24][CH:23]=[CH:22][C:21]=1[C:26]1[CH:31]=[CH:30][C:29]([CH2:32][N:33]2[C:41]3[C:36](=[CH:37][C:38]([C:42](O)=[O:43])=[CH:39][CH:40]=3)[C:35]([CH3:45])=[C:34]2[CH3:46])=[CH:28][CH:27]=1)=[O:19])(C)(C)C. (4) Given the product [P:40]([CH:39]([P:48]([OH:50])([OH:53])=[O:49])[C:36]1[CH:37]=[CH:38][C:33]([NH:32][C:31]([CH2:30][C:81]2[N:82]([CH:87]3[CH2:88][CH2:89]3)[C:83]3[C:78]([C:79](=[O:114])[C:80]=2[C:90]([OH:92])=[O:91])=[CH:77][C:76]([F:115])=[C:75]([N:73]2[CH2:74][CH2:67][NH:66][CH2:64][CH2:72]2)[CH:84]=3)=[O:56])=[CH:34][CH:35]=1)([OH:42])([OH:45])=[O:41], predict the reactants needed to synthesize it. The reactants are: C(OC(N1CCN(C2C=C3C(C(=O)C(C(O[CH2:30][C:31](=[O:56])[NH:32][C:33]4[CH:38]=[CH:37][C:36]([CH:39]([P:48]([O:53]CC)([O:50]CC)=[O:49])[P:40]([O:45]CC)([O:42]CC)=[O:41])=[CH:35][CH:34]=4)=O)=CN3C3CC3)=CC=2F)CC1)=O)(C)(C)C.C(O[C:64]([N:66]1CCC[C@H]2[CH2:72][N:73]([C:75]3[C:84](OC)=[C:83]4[C:78]([C:79](=[O:114])[C:80]([C:90]([O:92]CC(=O)NC(P(OCC)(OCC)=O)P(OCC)(OCC)=O)=[O:91])=[CH:81][N:82]4[CH:87]4[CH2:89][CH2:88]4)=[CH:77][C:76]=3[F:115])[CH2:74][C@@H:67]12)=O)(C)(C)C. (5) Given the product [Br:13][C:8]1[C:7]([C:14]([F:17])([F:15])[F:16])=[C:3]2[C:2](=[C:10]([O:11][CH3:12])[CH:9]=1)[N:1]=[CH:18][NH:6][C:4]2=[O:5], predict the reactants needed to synthesize it. The reactants are: [NH2:1][C:2]1[C:10]([O:11][CH3:12])=[CH:9][C:8]([Br:13])=[C:7]([C:14]([F:17])([F:16])[F:15])[C:3]=1[C:4]([NH2:6])=[O:5].[CH2:18](OC(OCC)OCC)C. (6) Given the product [ClH:1].[NH2:39][CH:40]1[CH2:45][CH2:44][N:43]([C:23](=[O:24])[CH2:22][NH:21][C:19](=[O:20])[C:18]2[CH:26]=[CH:27][C:15]([S:12](=[O:13])(=[O:14])[NH:11][C:6]3[CH:7]=[CH:8][CH:9]=[CH:10][C:5]=3[O:4][C:3]3[CH:28]=[CH:29][C:30]([Cl:32])=[CH:31][C:2]=3[Cl:1])=[CH:16][CH:17]=2)[CH2:42][CH2:41]1, predict the reactants needed to synthesize it. The reactants are: [Cl:1][C:2]1[CH:31]=[C:30]([Cl:32])[CH:29]=[CH:28][C:3]=1[O:4][C:5]1[CH:10]=[CH:9][CH:8]=[CH:7][C:6]=1[NH:11][S:12]([C:15]1[CH:27]=[CH:26][C:18]([C:19]([NH:21][CH2:22][C:23](O)=[O:24])=[O:20])=[CH:17][CH:16]=1)(=[O:14])=[O:13].C(OC(=O)[NH:39][CH:40]1[CH2:45][CH2:44][NH:43][CH2:42][CH2:41]1)(C)(C)C. (7) Given the product [Br:26][C:11]1[N:12]([C:14]2[CH:23]=[CH:22][C:21]3[C:16](=[CH:17][CH:18]=[CH:19][CH:20]=3)[CH:15]=2)[N:13]=[C:9]([C:4]2[CH:3]=[C:2]([Cl:1])[CH:7]=[C:6]([Cl:8])[CH:5]=2)[CH:10]=1, predict the reactants needed to synthesize it. The reactants are: [Cl:1][C:2]1[CH:3]=[C:4]([C:9]2[CH2:10][C:11](=O)[N:12]([C:14]3[CH:23]=[CH:22][C:21]4[C:16](=[CH:17][CH:18]=[CH:19][CH:20]=4)[CH:15]=3)[N:13]=2)[CH:5]=[C:6]([Cl:8])[CH:7]=1.P(Br)(Br)[Br:26]. (8) The reactants are: [F:1][C:2]1[CH:9]=[CH:8][C:5]([CH:6]=O)=[CH:4][CH:3]=1.[C:10](#[N:14])[CH2:11][C:12]#[N:13].C(N(CC)CC)C.[CH3:22][O:23][C:24]1[CH:29]=[CH:28][C:27]([C:30]2[CH2:34][C:33](=[O:35])[N:32]([C:36]3[CH:41]=[CH:40][CH:39]=[CH:38][CH:37]=3)[N:31]=2)=[CH:26][CH:25]=1. Given the product [NH2:13][C:12]1[O:35][C:33]2[N:32]([C:36]3[CH:41]=[CH:40][CH:39]=[CH:38][CH:37]=3)[N:31]=[C:30]([C:27]3[CH:26]=[CH:25][C:24]([O:23][CH3:22])=[CH:29][CH:28]=3)[C:34]=2[CH:6]([C:5]2[CH:8]=[CH:9][C:2]([F:1])=[CH:3][CH:4]=2)[C:11]=1[C:10]#[N:14], predict the reactants needed to synthesize it.